From a dataset of Reaction yield outcomes from USPTO patents with 853,638 reactions. Predict the reaction yield, written as a fraction of the theoretical maximum amount of product (1.0 means a 100% yield; for example, 0.34 means a 34% yield). (1) The reactants are Cl.Cl.[CH3:3][N:4]1[CH2:9][CH2:8][NH:7][C@H:6]([CH3:10])[CH2:5]1.[CH3:11][C:12]([O:15][C:16]([N:18]([C:36]([O:38][C:39]([CH3:42])([CH3:41])[CH3:40])=[O:37])[N:19]([C:27]1[C:32]([F:33])=[C:31](Cl)[N:30]=[C:29]([Cl:35])[N:28]=1)[C:20]([O:22][C:23]([CH3:26])([CH3:25])[CH3:24])=[O:21])=[O:17])([CH3:14])[CH3:13].C(N(CC)C(C)C)(C)C. The catalyst is CN(C=O)C.CCOCC. The product is [CH3:14][C:12]([O:15][C:16]([N:18]([C:36]([O:38][C:39]([CH3:42])([CH3:41])[CH3:40])=[O:37])[N:19]([C:27]1[C:32]([F:33])=[C:31]([N:7]2[CH2:8][CH2:9][N:4]([CH3:3])[CH2:5][C@H:6]2[CH3:10])[N:30]=[C:29]([Cl:35])[N:28]=1)[C:20]([O:22][C:23]([CH3:24])([CH3:25])[CH3:26])=[O:21])=[O:17])([CH3:11])[CH3:13]. The yield is 0.820. (2) The reactants are [NH2:1][C:2]1[CH:17]=[C:6]2[C:7]3[C:12]([CH2:13][CH2:14][N:5]2[C:4](=[O:18])[N:3]=1)=[CH:11][C:10]([O:15][CH3:16])=[CH:9][CH:8]=3.[Cl:19][C:20]1[CH:28]=[C:27]([Cl:29])[CH:26]=[C:25]([Cl:30])[C:21]=1[C:22](Cl)=[O:23]. The catalyst is C(Cl)(Cl)Cl.CN(C1C=CN=CC=1)C. The product is [Cl:19][C:20]1[CH:28]=[C:27]([Cl:29])[CH:26]=[C:25]([Cl:30])[C:21]=1[C:22]([NH:1][C:2]1[CH:17]=[C:6]2[C:7]3[C:12]([CH2:13][CH2:14][N:5]2[C:4](=[O:18])[N:3]=1)=[CH:11][C:10]([O:15][CH3:16])=[CH:9][CH:8]=3)=[O:23]. The yield is 0.240. (3) The reactants are Br[C:2]1[CH:11]=[C:10]2[C:5]([N:6]=[CH:7][CH:8]=[N:9]2)=[C:4]([C:12]([NH:14][CH2:15][C:16]([O:18][CH2:19][CH3:20])=[O:17])=[O:13])[C:3]=1[OH:21].[Br:22][C:23]1[CH:28]=[CH:27][C:26](B(O)O)=[C:25]([F:32])[CH:24]=1.C(=O)([O-])[O-].[K+].[K+]. The catalyst is O1CCOCC1.O.C1C=CC([P]([Pd]([P](C2C=CC=CC=2)(C2C=CC=CC=2)C2C=CC=CC=2)([P](C2C=CC=CC=2)(C2C=CC=CC=2)C2C=CC=CC=2)[P](C2C=CC=CC=2)(C2C=CC=CC=2)C2C=CC=CC=2)(C2C=CC=CC=2)C2C=CC=CC=2)=CC=1. The product is [Br:22][C:23]1[CH:28]=[CH:27][C:26]([C:2]2[CH:11]=[C:10]3[C:5]([N:6]=[CH:7][CH:8]=[N:9]3)=[C:4]([C:12]([NH:14][CH2:15][C:16]([O:18][CH2:19][CH3:20])=[O:17])=[O:13])[C:3]=2[OH:21])=[C:25]([F:32])[CH:24]=1. The yield is 0.240. (4) The reactants are [CH3:1][O:2][C:3](=[O:19])[CH:4]([C:9]1[CH:14]=[CH:13][C:12]([Cl:15])=[CH:11][C:10]=1[N+:16]([O-:18])=[O:17])C(OC)=O. The catalyst is O.CN1C(=O)CCC1. The product is [CH3:1][O:2][C:3](=[O:19])[CH2:4][C:9]1[CH:14]=[CH:13][C:12]([Cl:15])=[CH:11][C:10]=1[N+:16]([O-:18])=[O:17]. The yield is 0.950. (5) The yield is 0.980. The catalyst is C(Cl)Cl. The reactants are [C:1]([O:5][C:6]([NH:8][CH:9]([CH3:13])[C:10]([OH:12])=O)=[O:7])([CH3:4])([CH3:3])[CH3:2].C1C=CC2N(O)N=NC=2C=1.CN1C(=O)CCC1.CCN=C=NCCCN(C)C.[NH:42]1[CH2:47][CH2:46][S:45][CH2:44][CH2:43]1. The product is [C:1]([O:5][C:6](=[O:7])[NH:8][CH:9]([CH3:13])[C:10](=[O:12])[N:42]1[CH2:47][CH2:46][S:45][CH2:44][CH2:43]1)([CH3:2])([CH3:3])[CH3:4]. (6) The reactants are [Cl:1][C:2]1[CH:10]=[CH:9][C:8]([CH2:11][NH:12][C:13](=[O:18])[C:14]([CH3:17])([CH3:16])[CH3:15])=[CH:7][C:3]=1[C:4]([OH:6])=O.S(O)(O)(=O)=O.[NH2:24][C:25]1[NH:26][CH:27]=[CH:28][N:29]=1.F[B-](F)(F)F.N1(OC(N(C)C)=[N+](C)C)C2C=CC=CC=2N=N1.C(N(CC)C(C)C)(C)C. The product is [Cl:1][C:2]1[CH:10]=[CH:9][C:8]([CH2:11][NH:12][C:13](=[O:18])[C:14]([CH3:17])([CH3:16])[CH3:15])=[CH:7][C:3]=1[C:4]([NH:24][C:25]1[NH:26][CH:27]=[CH:28][N:29]=1)=[O:6]. The yield is 0.834. The catalyst is CN(C)C=O. (7) The product is [F:9][C:7]1[CH:8]=[C:3]([CH3:2])[CH:4]=[C:5]([F:10])[CH:6]=1. The yield is 0.980. The catalyst is CCOCC.[Pd]. The reactants are Br[CH2:2][C:3]1[CH:8]=[C:7]([F:9])[CH:6]=[C:5]([F:10])[CH:4]=1.C([O-])(=O)C.[Na+].[H][H]. (8) The reactants are [CH3:1][O:2][C:3]1[CH:8]=[CH:7][C:6]([N+:9]([O-])=O)=[CH:5][C:4]=1[N:12]1[CH2:17][CH2:16][N:15]([CH2:18][CH2:19][S:20]([CH3:23])(=[O:22])=[O:21])[CH2:14][CH2:13]1. The catalyst is CCO.[Pd]. The product is [CH3:1][O:2][C:3]1[CH:8]=[CH:7][C:6]([NH2:9])=[CH:5][C:4]=1[N:12]1[CH2:17][CH2:16][N:15]([CH2:18][CH2:19][S:20]([CH3:23])(=[O:21])=[O:22])[CH2:14][CH2:13]1. The yield is 0.550. (9) The reactants are C([O:3][C:4]([C:6]1[C:7]([S:17][CH3:18])=[N:8][C:9]2[C:14]([C:15]=1[OH:16])=[CH:13][CH:12]=[CH:11][CH:10]=2)=[O:5])C.Cl. The catalyst is [OH-].[Na+]. The product is [CH3:18][S:17][C:7]1[NH:8][C:9]2[C:14]([C:15](=[O:16])[C:6]=1[C:4]([OH:5])=[O:3])=[CH:13][CH:12]=[CH:11][CH:10]=2. The yield is 0.850. (10) The reactants are [OH-].[Li+].C[O:4][C:5]([CH2:7][N:8]([C:26](=[O:35])/[CH:27]=[CH:28]/[C:29]1[CH:34]=[CH:33][CH:32]=[CH:31][CH:30]=1)[C:9]1[CH:14]=[CH:13][C:12]([O:15]C(=O)/C=C/C2C=CC=CC=2)=[CH:11][CH:10]=1)=[O:6].Cl. The catalyst is O.C1COCC1.CO. The product is [OH:15][C:12]1[CH:13]=[CH:14][C:9]([N:8]([CH2:7][C:5]([OH:6])=[O:4])[C:26](=[O:35])/[CH:27]=[CH:28]/[C:29]2[CH:34]=[CH:33][CH:32]=[CH:31][CH:30]=2)=[CH:10][CH:11]=1. The yield is 0.750.